This data is from Forward reaction prediction with 1.9M reactions from USPTO patents (1976-2016). The task is: Predict the product of the given reaction. (1) Given the reactants [NH2:1][C:2]([C:10]1[CH:15]=[CH:14][C:13]([CH2:16][CH2:17][C:18]([CH3:21])([CH3:20])[CH3:19])=[C:12]([Cl:22])[CH:11]=1)([CH3:9])[C@@H:3]([CH:6]([CH3:8])[CH3:7])[CH2:4][OH:5].[CH2:23]([O:25][C:26](=[O:32])[CH2:27][CH2:28][N:29]=[C:30]=[O:31])[CH3:24].CN(C)CCNC.Cl, predict the reaction product. The product is: [CH2:23]([O:25][C:26](=[O:32])[CH2:27][CH2:28][NH:29][C:30]([NH:1][C@:2]([C:10]1[CH:15]=[CH:14][C:13]([CH2:16][CH2:17][C:18]([CH3:20])([CH3:19])[CH3:21])=[C:12]([Cl:22])[CH:11]=1)([CH3:9])[CH:3]([CH2:4][OH:5])[CH:6]([CH3:7])[CH3:8])=[O:31])[CH3:24]. (2) Given the reactants F[C:2]1[CH:10]=[CH:9][C:5]([C:6]([OH:8])=[O:7])=[CH:4][C:3]=1[C:11]([F:14])([F:13])[F:12].O.[NH2:16][NH2:17].C(O)(=O)C, predict the reaction product. The product is: [NH:16]([C:2]1[CH:10]=[CH:9][C:5]([C:6]([OH:8])=[O:7])=[CH:4][C:3]=1[C:11]([F:14])([F:13])[F:12])[NH2:17]. (3) Given the reactants S(=O)(=O)(O)O.[Cl:6][C:7]1[CH:8]=[C:9]([CH:13]([C:18]2[CH:23]=[CH:22][C:21]([N+:24]([O-:26])=[O:25])=[CH:20][CH:19]=2)[CH2:14][N:15]=[C:16]=[S:17])[CH:10]=[CH:11][CH:12]=1, predict the reaction product. The product is: [Cl:6][C:7]1[CH:8]=[C:9]2[C:10](=[CH:11][CH:12]=1)[C:16]([SH:17])=[N:15][CH2:14][CH:13]2[C:18]1[CH:19]=[CH:20][C:21]([N+:24]([O-:26])=[O:25])=[CH:22][CH:23]=1. (4) The product is: [CH3:1][O:2][C:3]1[CH:4]=[C:5]2[C:9](=[CH:10][CH:11]=1)[N:8]([CH3:12])[CH2:7][CH2:6]2. Given the reactants [CH3:1][O:2][C:3]1[CH:4]=[C:5]2[C:9](=[CH:10][CH:11]=1)[N:8]([CH3:12])[CH:7]=[CH:6]2.FC(F)(F)C(O)=O.C([BH3-])#N.[Na+].[OH-].[Na+], predict the reaction product. (5) The product is: [CH:15]1([CH2:14][CH:13]([C:20]2[CH:25]=[CH:24][C:23]([S:26]([CH3:29])(=[O:28])=[O:27])=[CH:22][CH:21]=2)[C:12]([NH:11][C:8]2[S:9][CH:10]=[C:6]([CH2:5][CH2:4][OH:3])[N:7]=2)=[O:30])[CH2:16][CH2:17][CH2:18][CH2:19]1. Given the reactants C([O:3][C:4](=O)[CH2:5][C:6]1[N:7]=[C:8]([NH:11][C:12](=[O:30])[CH:13]([C:20]2[CH:25]=[CH:24][C:23]([S:26]([CH3:29])(=[O:28])=[O:27])=[CH:22][CH:21]=2)[CH2:14][CH:15]2[CH2:19][CH2:18][CH2:17][CH2:16]2)[S:9][CH:10]=1)C.[H-].[Al+3].[Li+].[H-].[H-].[H-], predict the reaction product. (6) Given the reactants [F:1][C:2]1[CH:7]=[CH:6][C:5]([CH2:8][C:9]2[CH:18]=[C:17]3[C:12]([C:13]([OH:32])=[C:14]([C:27](OCC)=[O:28])[C:15](=[O:26])[N:16]3[CH2:19][CH2:20][CH2:21][S:22]([CH3:25])(=[O:24])=[O:23])=[N:11][CH:10]=2)=[CH:4][CH:3]=1.[NH2:33][CH2:34][CH:35]([OH:37])[CH3:36], predict the reaction product. The product is: [F:1][C:2]1[CH:3]=[CH:4][C:5]([CH2:8][C:9]2[CH:18]=[C:17]3[C:12]([C:13]([OH:32])=[C:14]([C:27]([NH:33][CH2:34][CH:35]([OH:37])[CH3:36])=[O:28])[C:15](=[O:26])[N:16]3[CH2:19][CH2:20][CH2:21][S:22]([CH3:25])(=[O:24])=[O:23])=[N:11][CH:10]=2)=[CH:6][CH:7]=1.